From a dataset of TCR-epitope binding with 47,182 pairs between 192 epitopes and 23,139 TCRs. Binary Classification. Given a T-cell receptor sequence (or CDR3 region) and an epitope sequence, predict whether binding occurs between them. (1) The epitope is RAKFKQLL. The TCR CDR3 sequence is CSVGQGEDGPQHF. Result: 1 (the TCR binds to the epitope). (2) The epitope is SSNVANYQK. The TCR CDR3 sequence is CASAPQGENQPQHF. Result: 0 (the TCR does not bind to the epitope). (3) The epitope is MPASWVMRI. The TCR CDR3 sequence is CASPTGTRDTIYF. Result: 1 (the TCR binds to the epitope). (4) The epitope is SEISMDNSPNL. The TCR CDR3 sequence is CASSELQGAQDISPLHF. Result: 0 (the TCR does not bind to the epitope). (5) The epitope is KAFSPEVIPMF. The TCR CDR3 sequence is CASSGRQGFSYEQYF. Result: 0 (the TCR does not bind to the epitope). (6) The epitope is KPLEFGATSAAL. The TCR CDR3 sequence is CASQQKDRESYEQYF. Result: 1 (the TCR binds to the epitope). (7) The epitope is RLQSLQTYV. The TCR CDR3 sequence is CASGGQYNEQFF. Result: 0 (the TCR does not bind to the epitope).